Dataset: Catalyst prediction with 721,799 reactions and 888 catalyst types from USPTO. Task: Predict which catalyst facilitates the given reaction. (1) Reactant: [H-].[Na+].[OH:3][C:4]1[CH:9]=[CH:8][N:7]=[CH:6][CH:5]=1.[Cl:10][C:11]1[CH:27]=[C:26]([Cl:28])[CH:25]=[CH:24][C:12]=1[CH2:13][NH:14][C:15](=[O:23])[C:16]1[CH:21]=[CH:20][N:19]=[C:18](F)[CH:17]=1. Product: [Cl:10][C:11]1[CH:27]=[C:26]([Cl:28])[CH:25]=[CH:24][C:12]=1[CH2:13][NH:14][C:15](=[O:23])[C:16]1[CH:17]=[CH:18][N:19]=[C:20]([O:3][C:4]2[CH:9]=[CH:8][N:7]=[CH:6][CH:5]=2)[CH:21]=1. The catalyst class is: 80. (2) Product: [OH:8][C:9]1[CH:10]=[C:11]([CH:14]=[CH:15][C:16]=1[CH3:17])[C:12]#[N:13]. Reactant: C([O:8][C:9]1[CH:10]=[C:11]([CH:14]=[CH:15][C:16]=1[CH3:17])[C:12]#[N:13])C1C=CC=CC=1. The catalyst class is: 19. (3) Reactant: C1COCC1.[F:6][C:7]1[CH:12]=[CH:11][CH:10]=[C:9]([F:13])[C:8]=1[N:14]1[C:19]2[N:20]=[C:21]([NH:39][CH2:40][C:41]3[NH:42][CH:43]=[CH:44][N:45]=3)[N:22]=[C:23]([C:24]3[CH:25]=[C:26]([CH:35]=[CH:36][C:37]=3[CH3:38])[C:27]([NH:29][C:30]3[S:31][CH:32]=[CH:33][N:34]=3)=[O:28])[C:18]=2[CH:17]=[CH:16][C:15]1=[O:46].[CH3:47][C:48]1[CH:53]=[CH:52][C:51]([S:54]([OH:57])(=[O:56])=[O:55])=[CH:50][CH:49]=1. Product: [CH3:47][C:48]1[CH:49]=[CH:50][C:51]([S:54]([OH:57])(=[O:56])=[O:55])=[CH:52][CH:53]=1.[F:6][C:7]1[CH:12]=[CH:11][CH:10]=[C:9]([F:13])[C:8]=1[N:14]1[C:19]2[N:20]=[C:21]([NH:39][CH2:40][C:41]3[NH:45][CH:44]=[CH:43][N:42]=3)[N:22]=[C:23]([C:24]3[CH:25]=[C:26]([CH:35]=[CH:36][C:37]=3[CH3:38])[C:27]([NH:29][C:30]3[S:31][CH:32]=[CH:33][N:34]=3)=[O:28])[C:18]=2[CH:17]=[CH:16][C:15]1=[O:46]. The catalyst class is: 6. (4) Reactant: [C:1]([O-:4])([O-])=O.[K+].[K+].CI.[Br:9][C:10]1[CH:15]=[C:14]([F:16])[CH:13]=[CH:12][C:11]=1[N:17]1[C:21](=O)[NH:20][N:19]=[N:18]1.CCOC(C)=O. Product: [Br:9][C:10]1[CH:15]=[C:14]([F:16])[CH:13]=[CH:12][C:11]=1[N:17]1[C:1](=[O:4])[N:20]([CH3:21])[N:19]=[N:18]1. The catalyst class is: 18. (5) Reactant: [F:1][C:2]([F:18])([F:17])[C:3]1[O:7][N:6]=[C:5]([C:8]2[CH:9]=[C:10]([CH:14]=[CH:15][CH:16]=2)[C:11]([OH:13])=O)[N:4]=1.[C:19]1([C:25]2[N:26]=[C:27]([C:30]3([CH2:36][NH2:37])[CH2:35][CH2:34][O:33][CH2:32][CH2:31]3)[S:28][CH:29]=2)[CH:24]=[CH:23][CH:22]=[CH:21][CH:20]=1.CCN=C=NCCCN(C)C. Product: [C:19]1([C:25]2[N:26]=[C:27]([C:30]3([CH2:36][NH:37][C:11](=[O:13])[C:10]4[CH:14]=[CH:15][CH:16]=[C:8]([C:5]5[N:4]=[C:3]([C:2]([F:1])([F:18])[F:17])[O:7][N:6]=5)[CH:9]=4)[CH2:31][CH2:32][O:33][CH2:34][CH2:35]3)[S:28][CH:29]=2)[CH:20]=[CH:21][CH:22]=[CH:23][CH:24]=1. The catalyst class is: 2. (6) Reactant: [F:1][C:2]1[CH:12]=[CH:11][C:5]([CH2:6][NH:7][C:8](=[O:10])[CH3:9])=[CH:4][CH:3]=1.[H-].[Na+].Br[CH2:16][CH2:17][CH2:18][C:19]1[CH:24]=[CH:23][CH:22]=[CH:21][CH:20]=1. Product: [F:1][C:2]1[CH:3]=[CH:4][C:5]([CH2:6][N:7]([CH2:16][CH2:17][CH2:18][C:19]2[CH:24]=[CH:23][CH:22]=[CH:21][CH:20]=2)[C:8](=[O:10])[CH3:9])=[CH:11][CH:12]=1. The catalyst class is: 11. (7) Reactant: [OH:1][B:2]1[C:6]2[CH:7]=[C:8]([NH:11][S:12]([C:15]3[CH:16]=[N:17][C:18]([O:21]C)=[CH:19][CH:20]=3)(=[O:14])=[O:13])[CH:9]=[CH:10][C:5]=2[CH2:4][O:3]1.C(=O)(O)[O-].[Na+]. Product: [OH:1][B:2]1[C:6]2[CH:7]=[C:8]([NH:11][S:12]([C:15]3[CH:16]=[N:17][C:18]([OH:21])=[CH:19][CH:20]=3)(=[O:14])=[O:13])[CH:9]=[CH:10][C:5]=2[CH2:4][O:3]1. The catalyst class is: 33. (8) The catalyst class is: 1. Product: [N+:3]([C:6]1[CH:11]=[CH:10][C:9]([CH2:12][CH2:13][NH:15][CH2:16][CH2:17][N:18]2[CH2:19][CH2:20][N:21]([C:24]3[CH:25]=[CH:26][CH:27]=[CH:28][CH:29]=3)[CH2:22][CH2:23]2)=[CH:8][CH:7]=1)([O-:5])=[O:4]. Reactant: [BH4-].[Na+].[N+:3]([C:6]1[CH:11]=[CH:10][C:9]([CH2:12][C:13]([NH:15][CH2:16][CH2:17][N:18]2[CH2:23][CH2:22][N:21]([C:24]3[CH:29]=[CH:28][CH:27]=[CH:26][CH:25]=3)[CH2:20][CH2:19]2)=O)=[CH:8][CH:7]=1)([O-:5])=[O:4].CO. (9) Reactant: [CH2:1]([O:3][C:4]1[C:8]([CH2:9][CH2:10][CH2:11][OH:12])=[CH:7][N:6]([C:13]2[CH:18]=[CH:17][C:16]([C:19]([F:22])([F:21])[F:20])=[CH:15][N:14]=2)[N:5]=1)[CH3:2].[CH2:23]([O:30][C:31]1[CH:32]=[C:33]([CH2:38][CH2:39][C:40]([O:42][CH2:43][CH3:44])=[O:41])[CH:34]=[CH:35][C:36]=1O)[C:24]1[CH:29]=[CH:28][CH:27]=[CH:26][CH:25]=1.C(P(CCCC)CCCC)CCC.N(C(N1CCCCC1)=O)=NC(N1CCCCC1)=O. Product: [CH2:23]([O:30][C:31]1[CH:32]=[C:33]([CH2:38][CH2:39][C:40]([O:42][CH2:43][CH3:44])=[O:41])[CH:34]=[CH:35][C:36]=1[O:12][CH2:11][CH2:10][CH2:9][C:8]1[C:4]([O:3][CH2:1][CH3:2])=[N:5][N:6]([C:13]2[CH:18]=[CH:17][C:16]([C:19]([F:21])([F:20])[F:22])=[CH:15][N:14]=2)[CH:7]=1)[C:24]1[CH:29]=[CH:28][CH:27]=[CH:26][CH:25]=1. The catalyst class is: 7.